From a dataset of NCI-60 drug combinations with 297,098 pairs across 59 cell lines. Regression. Given two drug SMILES strings and cell line genomic features, predict the synergy score measuring deviation from expected non-interaction effect. (1) Drug 1: C1=NC2=C(N=C(N=C2N1C3C(C(C(O3)CO)O)F)Cl)N. Drug 2: C1=CC=C(C=C1)NC(=O)CCCCCCC(=O)NO. Cell line: OVCAR-8. Synergy scores: CSS=53.3, Synergy_ZIP=0.116, Synergy_Bliss=-0.931, Synergy_Loewe=-1.50, Synergy_HSA=1.88. (2) Drug 1: C1=NC2=C(N1)C(=S)N=C(N2)N. Drug 2: CC1=C(C=C(C=C1)C(=O)NC2=CC(=CC(=C2)C(F)(F)F)N3C=C(N=C3)C)NC4=NC=CC(=N4)C5=CN=CC=C5. Cell line: HS 578T. Synergy scores: CSS=16.8, Synergy_ZIP=2.67, Synergy_Bliss=0.0173, Synergy_Loewe=-8.37, Synergy_HSA=-3.67. (3) Drug 1: CN1CCC(CC1)COC2=C(C=C3C(=C2)N=CN=C3NC4=C(C=C(C=C4)Br)F)OC. Synergy scores: CSS=9.54, Synergy_ZIP=-1.40, Synergy_Bliss=2.01, Synergy_Loewe=-3.49, Synergy_HSA=2.83. Cell line: SF-539. Drug 2: C1CN(CCN1C(=O)CCBr)C(=O)CCBr.